Dataset: Peptide-MHC class II binding affinity with 134,281 pairs from IEDB. Task: Regression. Given a peptide amino acid sequence and an MHC pseudo amino acid sequence, predict their binding affinity value. This is MHC class II binding data. (1) The peptide sequence is VAVGLRVVCAKY. The MHC is DRB1_0401 with pseudo-sequence DRB1_0401. The binding affinity (normalized) is 0.177. (2) The peptide sequence is FPDRASIIRLVGAVL. The MHC is DRB1_0405 with pseudo-sequence DRB1_0405. The binding affinity (normalized) is 0.575.